Dataset: Full USPTO retrosynthesis dataset with 1.9M reactions from patents (1976-2016). Task: Predict the reactants needed to synthesize the given product. (1) Given the product [Cl:3][C:4]1[CH:5]=[C:6]([C:14]2[O:18][N:17]=[C:16]([C:19]3[CH:20]=[CH:21][C:22]([CH2:28][CH2:29][C:30]([OH:32])=[O:31])=[C:23]4[C:27]=3[N:26]([CH2:36][CH3:37])[CH:25]=[CH:24]4)[N:15]=2)[CH:7]=[CH:8][C:9]=1[O:10][CH:11]([CH3:12])[CH3:13], predict the reactants needed to synthesize it. The reactants are: [OH-].[K+].[Cl:3][C:4]1[CH:5]=[C:6]([C:14]2[O:18][N:17]=[C:16]([C:19]3[CH:20]=[CH:21][C:22]([CH2:28][CH2:29][C:30]([O:32]CC)=[O:31])=[C:23]4[C:27]=3[NH:26][CH:25]=[CH:24]4)[N:15]=2)[CH:7]=[CH:8][C:9]=1[O:10][CH:11]([CH3:13])[CH3:12].Br[CH2:36][CH3:37].N1C2C(=CC=CC=2)C=C1.Cl. (2) Given the product [OH:17][C:5]1[NH:6][C:7]2[C:3]([N:4]=1)=[C:2]([N:1]=[CH:20][N:21]([CH3:23])[CH3:22])[N:10]=[C:9]([S:11][CH2:12][CH2:13][CH2:14][CH2:15][CH3:16])[N:8]=2, predict the reactants needed to synthesize it. The reactants are: [NH2:1][C:2]1[N:10]=[C:9]([S:11][CH2:12][CH2:13][CH2:14][CH2:15][CH3:16])[N:8]=[C:7]2[C:3]=1[N:4]=[C:5]([OH:17])[NH:6]2.CO[CH:20](OC)[N:21]([CH3:23])[CH3:22].C(#N)C. (3) Given the product [C:17]([O:1][C:2]1[CH:3]=[C:4]2[C:9](=[CH:10][CH:11]=1)[CH:8]=[C:7]([C:12]([OH:14])=[O:13])[CH:6]=[CH:5]2)(=[O:20])[CH:18]=[CH2:19], predict the reactants needed to synthesize it. The reactants are: [OH:1][C:2]1[CH:3]=[C:4]2[C:9](=[CH:10][CH:11]=1)[CH:8]=[C:7]([C:12]([OH:14])=[O:13])[CH:6]=[CH:5]2.[OH-].[Na+].[C:17](Cl)(=[O:20])[CH:18]=[CH2:19].Cl. (4) Given the product [NH:1]1[CH2:6][CH2:5][CH:4]([O:7][N:8]=[C:9]2[CH2:14][CH2:13][N:12]([C:15]3[CH:20]=[CH:19][C:18]([S:21]([CH3:24])(=[O:22])=[O:23])=[CH:17][C:16]=3[F:25])[CH2:11][CH2:10]2)[CH2:3][CH2:2]1, predict the reactants needed to synthesize it. The reactants are: [N:1]1(C2C=CC=CN=2)[CH2:6][CH2:5][CH:4]([O:7][N:8]=[C:9]2[CH2:14][CH2:13][N:12]([C:15]3[CH:20]=[CH:19][C:18]([S:21]([CH3:24])(=[O:23])=[O:22])=[CH:17][C:16]=3[F:25])[CH2:11][CH2:10]2)[CH2:3][CH2:2]1.C(N(C(C)C)CC)(C)C.CS(C)=O.FC1C=CC=CN=1. (5) The reactants are: C([Mg]Br)C.I[C:6]1[N:7]=[CH:8][N:9]([C:11]([C:24]2[CH:29]=[CH:28][CH:27]=[CH:26][CH:25]=2)([C:18]2[CH:23]=[CH:22][CH:21]=[CH:20][CH:19]=2)[C:12]2[CH:17]=[CH:16][CH:15]=[CH:14][CH:13]=2)[CH:10]=1.[CH2:30]([Sn:34](Cl)([CH2:39][CH2:40][CH2:41][CH3:42])[CH2:35][CH2:36][CH2:37][CH3:38])[CH2:31][CH2:32][CH3:33]. Given the product [CH2:39]([Sn:34]([CH2:30][CH2:31][CH2:32][CH3:33])([CH2:35][CH2:36][CH2:37][CH3:38])[C:6]1[N:7]=[CH:8][N:9]([C:11]([C:24]2[CH:29]=[CH:28][CH:27]=[CH:26][CH:25]=2)([C:18]2[CH:23]=[CH:22][CH:21]=[CH:20][CH:19]=2)[C:12]2[CH:17]=[CH:16][CH:15]=[CH:14][CH:13]=2)[CH:10]=1)[CH2:40][CH2:41][CH3:42], predict the reactants needed to synthesize it. (6) Given the product [NH2:20][CH:17]1[CH2:18][CH2:19][N:14]([CH2:13][CH2:12][N:9]2[C:8](=[O:28])[CH2:7][O:6][C:5]3[CH:4]=[CH:3][C:2]([Br:1])=[N:11][C:10]2=3)[CH2:15][CH2:16]1, predict the reactants needed to synthesize it. The reactants are: [Br:1][C:2]1[CH:3]=[CH:4][C:5]2[O:6][CH2:7][C:8](=[O:28])[N:9]([CH2:12][CH2:13][N:14]3[CH2:19][CH2:18][CH:17]([NH:20]C(=O)OC(C)(C)C)[CH2:16][CH2:15]3)[C:10]=2[N:11]=1.NC1CCN(CCN2C3C(=CC=C(C#N)C=3)C=CC2=O)CC1. (7) Given the product [O:41]1[C:42]2[CH:48]=[CH:47][CH:46]=[CH:45][C:43]=2[N:44]=[C:40]1[CH:38]([CH:37]([NH:36][C:11](=[O:13])[CH:10]([CH2:14][CH:15]1[CH2:20][CH2:19][CH2:18][CH2:17][CH2:16]1)[C:9]([NH:8][CH2:1][C:2]1[CH:3]=[CH:4][CH:5]=[CH:6][CH:7]=1)=[O:21])[CH2:49][CH2:50][C:51]1[CH:56]=[CH:55][CH:54]=[CH:53][CH:52]=1)[OH:39], predict the reactants needed to synthesize it. The reactants are: [CH2:1]([NH:8][C:9](=[O:21])[CH:10]([CH2:14][CH:15]1[CH2:20][CH2:19][CH2:18][CH2:17][CH2:16]1)[C:11]([OH:13])=O)[C:2]1[CH:7]=[CH:6][CH:5]=[CH:4][CH:3]=1.C1C=CC2N(O)N=NC=2C=1.C(Cl)CCl.[NH2:36][CH:37]([CH2:49][CH2:50][C:51]1[CH:56]=[CH:55][CH:54]=[CH:53][CH:52]=1)[C:38]([C:40]1[O:41][C:42]2[CH:48]=[CH:47][CH:46]=[CH:45][C:43]=2[N:44]=1)=[O:39].C(N(CC)CC)C. (8) Given the product [Cl:1][C:2]1[CH:3]=[C:4]([N:8]2[CH2:9][CH2:10][N:11]([CH2:14][CH2:15][NH:16][CH2:23][C:20]3[CH:19]=[C:18]([CH3:17])[NH:22][N:21]=3)[CH2:12][CH2:13]2)[CH:5]=[CH:6][CH:7]=1, predict the reactants needed to synthesize it. The reactants are: [Cl:1][C:2]1[CH:3]=[C:4]([N:8]2[CH2:13][CH2:12][N:11]([CH2:14][CH2:15][NH2:16])[CH2:10][CH2:9]2)[CH:5]=[CH:6][CH:7]=1.[CH3:17][C:18]1[NH:22][N:21]=[C:20]([CH:23]=O)[CH:19]=1.